From a dataset of Forward reaction prediction with 1.9M reactions from USPTO patents (1976-2016). Predict the product of the given reaction. (1) Given the reactants CS(O[CH2:6][CH2:7][C:8]1[CH:13]=[CH:12][C:11]([Br:14])=[CH:10][CH:9]=1)(=O)=O.Cl.[CH3:16][NH:17][CH3:18].C([O-])([O-])=O.[K+].[K+].O, predict the reaction product. The product is: [Br:14][C:11]1[CH:12]=[CH:13][C:8]([CH2:7][CH2:6][N:17]([CH3:18])[CH3:16])=[CH:9][CH:10]=1. (2) The product is: [Br:10][C:3]1[CH:4]=[C:5]([C:6]#[N:7])[CH:8]=[CH:9][C:2]=1[NH:1][CH:14]=[C:15]([C:16]([O:18][CH2:19][CH3:20])=[O:17])[C:21]([O:23][CH2:24][CH3:25])=[O:22]. Given the reactants [NH2:1][C:2]1[CH:9]=[CH:8][C:5]([C:6]#[N:7])=[CH:4][C:3]=1[Br:10].C(O[CH:14]=[C:15]([C:21]([O:23][CH2:24][CH3:25])=[O:22])[C:16]([O:18][CH2:19][CH3:20])=[O:17])C, predict the reaction product. (3) Given the reactants [NH:1]1[C:9]2[C:4](=[C:5]([C:10]3[N:11]=[C:12]([N:29]4[CH2:34][CH2:33][O:32][CH2:31][CH2:30]4)[C:13]4[S:18][C:17]([CH2:19][N:20]([CH3:28])[S:21]([CH2:24][CH2:25][CH2:26]Cl)(=[O:23])=[O:22])=[CH:16][C:14]=4[N:15]=3)[CH:6]=[CH:7][CH:8]=2)[CH:3]=[N:2]1.[NH:35]1[CH2:40][CH2:39][O:38][CH2:37][CH2:36]1.C(=O)([O-])[O-].[K+].[K+].[I-].[K+], predict the reaction product. The product is: [NH:1]1[C:9]2[C:4](=[C:5]([C:10]3[N:11]=[C:12]([N:29]4[CH2:34][CH2:33][O:32][CH2:31][CH2:30]4)[C:13]4[S:18][C:17]([CH2:19][N:20]([CH3:28])[S:21]([CH2:24][CH2:25][CH2:26][N:35]5[CH2:40][CH2:39][O:38][CH2:37][CH2:36]5)(=[O:23])=[O:22])=[CH:16][C:14]=4[N:15]=3)[CH:6]=[CH:7][CH:8]=2)[CH:3]=[N:2]1. (4) The product is: [O:1]1[CH2:7][CH:6]([CH2:8][NH:9][S:14]([NH2:17])(=[O:16])=[O:15])[CH2:5][O:4][C:3]2[CH:10]=[CH:11][CH:12]=[CH:13][C:2]1=2. Given the reactants [O:1]1[CH2:7][CH:6]([CH2:8][NH2:9])[CH2:5][O:4][C:3]2[CH:10]=[CH:11][CH:12]=[CH:13][C:2]1=2.[S:14](N)([NH2:17])(=[O:16])=[O:15].C(Cl)(Cl)Cl, predict the reaction product. (5) Given the reactants [OH:1][C:2]1[C:7]2[C:8]([O:11][CH2:12][CH:13]3[CH2:18][CH2:17][N:16]([C:19]([O:21][C:22]([CH3:25])([CH3:24])[CH3:23])=[O:20])[CH2:15][CH2:14]3)=[N:9][O:10][C:6]=2[CH:5]=[CH:4][CH:3]=1.[O:26]1[C:28]2([CH2:32][CH2:31][CH2:30][CH2:29]2)[CH2:27]1.C(=O)([O-])[O-].[K+].[K+], predict the reaction product. The product is: [OH:26][C:28]1([CH2:27][O:1][C:2]2[C:7]3[C:8]([O:11][CH2:12][CH:13]4[CH2:14][CH2:15][N:16]([C:19]([O:21][C:22]([CH3:25])([CH3:24])[CH3:23])=[O:20])[CH2:17][CH2:18]4)=[N:9][O:10][C:6]=3[CH:5]=[CH:4][CH:3]=2)[CH2:32][CH2:31][CH2:30][CH2:29]1. (6) Given the reactants [CH:1]1([CH:4]([C:36]2[CH:37]=[N:38][C:39]([O:42][CH3:43])=[CH:40][CH:41]=2)[O:5][C:6]2[CH:33]=[CH:32][C:9]([CH2:10][N:11]3[C:15]4=[N:16][CH:17]=[C:18]([C:20]5[CH:21]=[N:22][N:23]([CH3:25])[CH:24]=5)[CH:19]=[C:14]4[N:13]=[C:12]3[NH:26]C(=O)OCC)=[CH:8][C:7]=2[O:34][CH3:35])[CH2:3][CH2:2]1.[OH-].[K+], predict the reaction product. The product is: [CH:1]1([CH:4]([C:36]2[CH:37]=[N:38][C:39]([O:42][CH3:43])=[CH:40][CH:41]=2)[O:5][C:6]2[CH:33]=[CH:32][C:9]([CH2:10][N:11]3[C:15]4=[N:16][CH:17]=[C:18]([C:20]5[CH:21]=[N:22][N:23]([CH3:25])[CH:24]=5)[CH:19]=[C:14]4[N:13]=[C:12]3[NH2:26])=[CH:8][C:7]=2[O:34][CH3:35])[CH2:3][CH2:2]1. (7) The product is: [Cl:1][C:2]1[C:3]([O:30][C@H:31]2[CH2:37][CH2:36][CH2:35][CH2:34][CH2:33][C@@H:32]2[C:38]2[N:42]([CH3:43])[N:41]=[CH:40][CH:39]=2)=[CH:4][C:5]([F:29])=[C:6]([S:8]([NH:11][C:12]2[CH:17]=[CH:16][N:15]=[CH:14][N:13]=2)(=[O:10])=[O:9])[CH:7]=1. Given the reactants [Cl:1][C:2]1[C:3]([O:30][C@H:31]2[CH2:37][CH2:36][CH2:35][CH2:34][CH2:33][C@@H:32]2[C:38]2[N:42]([CH3:43])[N:41]=[CH:40][CH:39]=2)=[CH:4][C:5]([F:29])=[C:6]([S:8]([N:11](CC2C=CC(OC)=CC=2OC)[C:12]2[CH:17]=[CH:16][N:15]=[CH:14][N:13]=2)(=[O:10])=[O:9])[CH:7]=1.C([SiH](CC)CC)C.FC(F)(F)C(O)=O, predict the reaction product. (8) Given the reactants Br[C:2]1[CH:3]=[C:4]2[C:8](=[CH:9][CH:10]=1)[N:7]([CH:11]1[CH2:16][CH2:15][CH2:14][CH2:13][O:12]1)[N:6]=[C:5]2[C:17]1[N:22]=[C:21]([O:23][C@H:24]2[CH2:31][N:30]([C:32]([O:34][C:35]([CH3:38])([CH3:37])[CH3:36])=[O:33])[CH2:29][CH2:28][C:25]32[CH2:27][CH2:26]3)[CH:20]=[N:19][CH:18]=1.[C:39]([Zn]C#N)#[N:40].CC(C1C=C(C(C)C)C(C2C=CC=CC=2P(C2CCCCC2)C2CCCCC2)=C(C(C)C)C=1)C, predict the reaction product. The product is: [C:39]([C:2]1[CH:3]=[C:4]2[C:8](=[CH:9][CH:10]=1)[N:7]([CH:11]1[CH2:16][CH2:15][CH2:14][CH2:13][O:12]1)[N:6]=[C:5]2[C:17]1[N:22]=[C:21]([O:23][C@H:24]2[CH2:31][N:30]([C:32]([O:34][C:35]([CH3:38])([CH3:36])[CH3:37])=[O:33])[CH2:29][CH2:28][C:25]32[CH2:26][CH2:27]3)[CH:20]=[N:19][CH:18]=1)#[N:40].